From a dataset of Forward reaction prediction with 1.9M reactions from USPTO patents (1976-2016). Predict the product of the given reaction. (1) Given the reactants C(OC([N:8]1[CH2:12][CH2:11][CH2:10][CH:9]1[CH2:13][O:14][C:15]1[CH:20]=[CH:19][C:18]([O:21][CH2:22][C:23]#[CH:24])=[CH:17][CH:16]=1)=O)(C)(C)C.[ClH:25], predict the reaction product. The product is: [ClH:25].[CH2:22]([O:21][C:18]1[CH:19]=[CH:20][C:15]([O:14][CH2:13][C@H:9]2[CH2:10][CH2:11][CH2:12][NH:8]2)=[CH:16][CH:17]=1)[C:23]#[CH:24]. (2) Given the reactants [C:1]([O:14]C)(=[O:13])[CH2:2][CH2:3][CH2:4][CH2:5][CH2:6][CH2:7][CH2:8][CH2:9][CH2:10][CH2:11][CH3:12], predict the reaction product. The product is: [C:1]([OH:14])(=[O:13])[CH2:2][CH2:3][CH2:4][CH2:5][CH2:6][CH2:7][CH2:8][CH2:9][CH2:10][CH2:11][CH3:12]. (3) Given the reactants [C:1]([C@@H:3]1[CH2:7][CH2:6][N:5]([CH:8]([C:15]2[CH:20]=[CH:19][CH:18]=[CH:17][CH:16]=2)[C:9]2[CH:14]=[CH:13][CH:12]=[CH:11][CH:10]=2)[CH2:4]1)#[N:2].[CH2:21]([Mg]Br)[CH3:22].[OH-].[Na+], predict the reaction product. The product is: [NH2:2][C:1]1([C@@H:3]2[CH2:7][CH2:6][N:5]([CH:8]([C:15]3[CH:20]=[CH:19][CH:18]=[CH:17][CH:16]=3)[C:9]3[CH:10]=[CH:11][CH:12]=[CH:13][CH:14]=3)[CH2:4]2)[CH2:22][CH2:21]1. (4) Given the reactants [CH3:1][C:2]([C:4]1[CH:12]=[CH:11][C:9]([OH:10])=[C:6]([O:7][CH3:8])[CH:5]=1)=[O:3].N1C=CN=C1.[CH3:18][C:19]([Si:22](Cl)([CH3:24])[CH3:23])([CH3:21])[CH3:20], predict the reaction product. The product is: [C:19]([Si:22]([CH3:24])([CH3:23])[O:10][C:9]1[CH:11]=[CH:12][C:4]([C:2](=[O:3])[CH3:1])=[CH:5][C:6]=1[O:7][CH3:8])([CH3:21])([CH3:20])[CH3:18].